Dataset: Forward reaction prediction with 1.9M reactions from USPTO patents (1976-2016). Task: Predict the product of the given reaction. (1) Given the reactants Cl[C:2]1[CH:7]=[CH:6][N:5]=[C:4]([C:8]2[CH:12]=[CH:11][S:10][CH:9]=2)[CH:3]=1.[CH3:13][N:14]1[CH2:19][CH2:18][NH:17][CH2:16][CH2:15]1.CC(O)C, predict the reaction product. The product is: [CH3:13][N:14]1[CH2:19][CH2:18][N:17]([C:2]2[CH:7]=[CH:6][N:5]=[C:4]([C:8]3[CH:12]=[CH:11][S:10][CH:9]=3)[CH:3]=2)[CH2:16][CH2:15]1. (2) Given the reactants [CH3:1][Mg]Br.[CH3:4][C:5]([CH3:36])([CH3:35])[CH2:6][C:7]1[N:8]=[C:9]([C:18](=[O:34])[CH2:19][C:20]2[CH:25]=[CH:24][C:23]([C:26]3[CH:31]=[CH:30][C:29]([F:32])=[CH:28][N:27]=3)=[CH:22][C:21]=2[F:33])[N:10]([S:12]([N:15]([CH3:17])[CH3:16])(=[O:14])=[O:13])[CH:11]=1, predict the reaction product. The product is: [CH3:4][C:5]([CH3:36])([CH3:35])[CH2:6][C:7]1[N:8]=[C:9]([C:18]([OH:34])([CH3:1])[CH2:19][C:20]2[CH:25]=[CH:24][C:23]([C:26]3[CH:31]=[CH:30][C:29]([F:32])=[CH:28][N:27]=3)=[CH:22][C:21]=2[F:33])[N:10]([S:12]([N:15]([CH3:17])[CH3:16])(=[O:14])=[O:13])[CH:11]=1. (3) Given the reactants [CH3:1][C@@H:2]1[CH2:8][N:7]([C:9](=[O:21])[C:10]2[CH:15]=[CH:14][C:13]([N:16]3[CH:20]=[CH:19][CH:18]=[N:17]3)=[CH:12][CH:11]=2)[C:6]2[CH:22]=[CH:23][CH:24]=[CH:25][C:5]=2[CH2:4][N:3]1[C:26]([NH:28][CH2:29][C:30]([OH:32])=O)=[O:27].[Cl-].[NH4+].O.OC1C2N=N[NH:42]C=2C=CC=1.C(N(CC)C(C)C)(C)C.Cl.C(N=C=NCCCN(C)C)C, predict the reaction product. The product is: [C:30]([CH2:29][NH:28][C:26]([N:3]1[CH2:4][C:5]2[CH:25]=[CH:24][CH:23]=[CH:22][C:6]=2[N:7]([C:9](=[O:21])[C:10]2[CH:11]=[CH:12][C:13]([N:16]3[CH:20]=[CH:19][CH:18]=[N:17]3)=[CH:14][CH:15]=2)[CH2:8][C@H:2]1[CH3:1])=[O:27])(=[O:32])[NH2:42]. (4) Given the reactants [Cl:1][C:2]1[CH:9]=[CH:8][C:5]([CH:6]=O)=[CH:4][CH:3]=1.[CH3:10][C:11]([CH3:13])=[O:12].[OH-].[Na+].O, predict the reaction product. The product is: [Cl:1][C:2]1[CH:9]=[CH:8][C:5]([CH:6]=[CH:10][C:11](=[O:12])[CH:13]=[CH:6][C:5]2[CH:8]=[CH:9][C:2]([Cl:1])=[CH:3][CH:4]=2)=[CH:4][CH:3]=1. (5) Given the reactants O.NN.O[N:5]1C2C=CC=CC=2N=[N:6]1.Cl.C(N=C=NCCCN(C)C)C.[C:26]([NH:36][C@H:37]1[CH2:42][CH2:41][C@H:40]([C:43]([OH:45])=O)[CH2:39][CH2:38]1)([O:28][CH2:29][C:30]1[CH:35]=[CH:34][CH:33]=[CH:32][CH:31]=1)=[O:27], predict the reaction product. The product is: [CH2:29]([O:28][C:26](=[O:27])[NH:36][C@H:37]1[CH2:42][CH2:41][C@H:40]([C:43]([NH:5][NH2:6])=[O:45])[CH2:39][CH2:38]1)[C:30]1[CH:35]=[CH:34][CH:33]=[CH:32][CH:31]=1.